Predict the reactants needed to synthesize the given product. From a dataset of Full USPTO retrosynthesis dataset with 1.9M reactions from patents (1976-2016). (1) Given the product [F:23][C:20]1[CH:21]=[CH:22][C:17]([CH2:16][O:15][CH2:14][C:13]([NH:12][CH2:11][CH2:10][CH2:9][CH2:8][CH2:7][C:5]2[N:6]=[C:2]([NH:1][C:41](=[O:42])[O:40][C:34]3[CH:39]=[CH:38][CH:37]=[CH:36][CH:35]=3)[S:3][CH:4]=2)=[O:24])=[CH:18][CH:19]=1, predict the reactants needed to synthesize it. The reactants are: [NH2:1][C:2]1[S:3][CH:4]=[C:5]([CH2:7][CH2:8][CH2:9][CH2:10][CH2:11][NH:12][C:13](=[O:24])[CH2:14][O:15][CH2:16][C:17]2[CH:22]=[CH:21][C:20]([F:23])=[CH:19][CH:18]=2)[N:6]=1.CCN(C(C)C)C(C)C.[C:34]1([O:40][C:41](Cl)=[O:42])[CH:39]=[CH:38][CH:37]=[CH:36][CH:35]=1.C(O)C(N)(CO)CO. (2) Given the product [CH3:17][C:18]([NH:19][C:14]([C:12]1[CH:11]=[CH:10][CH:9]=[C:8]([C:5]2[CH:4]=[CH:3][C:2]([Cl:1])=[CH:7][CH:6]=2)[N:13]=1)=[O:16])([C:20]1[N:24]=[C:23]([CH3:25])[O:22][N:21]=1)[CH3:26], predict the reactants needed to synthesize it. The reactants are: [Cl:1][C:2]1[CH:7]=[CH:6][C:5]([C:8]2[N:13]=[C:12]([C:14]([OH:16])=O)[CH:11]=[CH:10][CH:9]=2)=[CH:4][CH:3]=1.[CH3:17][C:18]([CH3:26])([C:20]1[N:24]=[C:23]([CH3:25])[O:22][N:21]=1)[NH2:19]. (3) Given the product [OH:23][CH2:22][C@H:11]([NH:10][C:8](=[O:9])[C:7]1[CH:24]=[C:3]([C:1]#[C:2][C:30]2[CH:35]=[N:34][CH:33]=[C:32]([C:36]3[CH2:37][C:38](=[O:41])[NH:39][N:40]=3)[CH:31]=2)[CH:4]=[CH:5][C:6]=1[O:25][CH:26]([CH3:28])[CH3:27])[CH2:12][C:13]1[C:21]2[C:16](=[CH:17][CH:18]=[CH:19][CH:20]=2)[NH:15][CH:14]=1, predict the reactants needed to synthesize it. The reactants are: [C:1]([C:3]1[CH:4]=[CH:5][C:6]([O:25][CH:26]([CH3:28])[CH3:27])=[C:7]([CH:24]=1)[C:8]([NH:10][C@@H:11]([CH2:22][OH:23])[CH2:12][C:13]1[C:21]2[C:16](=[CH:17][CH:18]=[CH:19][CH:20]=2)[NH:15][CH:14]=1)=[O:9])#[CH:2].Br[C:30]1[CH:31]=[C:32]([C:36]2[CH2:37][C:38](=[O:41])[NH:39][N:40]=2)[CH:33]=[N:34][CH:35]=1.CCCC[N+](CCCC)(CCCC)CCCC.[F-].O. (4) Given the product [F:41][C:38]1[CH:37]=[N:36][C:35]([C:4]2[C:5]([NH:11][C@@H:12]3[CH2:17][CH2:16][CH2:15][N:14]([C:18]([O:20][C:21]([CH3:22])([CH3:23])[CH3:24])=[O:19])[CH2:13]3)=[N:6][C:7]([S:9][CH3:10])=[N:8][C:3]=2[O:2][CH3:1])=[N:40][CH:39]=1, predict the reactants needed to synthesize it. The reactants are: [CH3:1][O:2][C:3]1[N:8]=[C:7]([S:9][CH3:10])[N:6]=[C:5]([NH:11][CH:12]2[CH2:17][CH2:16][CH2:15][N:14]([C:18]([O:20][C:21]([CH3:24])([CH3:23])[CH3:22])=[O:19])[CH2:13]2)[C:4]=1B1OC(C)(C)C(C)(C)O1.Br[C:35]1[N:40]=[CH:39][C:38]([F:41])=[CH:37][N:36]=1.C([O-])([O-])=O.[Cs+].[Cs+]. (5) The reactants are: C(N1C2N=CN(CC3C=CC=CC=3)C=2C(=O)N(CCCC2C=CC=CC=2)C1=O)CCC.[CH2:32]([N:39]1[C:47]2[C:46](=[O:48])[NH:45][C:44](=[O:49])[N:43]([CH2:50][CH2:51][CH2:52][CH3:53])[C:42]=2[N:41]=[CH:40]1)[C:33]1[CH:38]=[CH:37][CH:36]=[CH:35][CH:34]=1.[C:54]1([O:60][CH2:61][CH2:62]Br)[CH:59]=[CH:58][CH:57]=[CH:56][CH:55]=1. Given the product [CH2:50]([N:43]1[C:42]2[N:41]=[CH:40][N:39]([CH2:32][C:33]3[CH:38]=[CH:37][CH:36]=[CH:35][CH:34]=3)[C:47]=2[C:46](=[O:48])[N:45]([CH2:62][CH2:61][O:60][C:54]2[CH:59]=[CH:58][CH:57]=[CH:56][CH:55]=2)[C:44]1=[O:49])[CH2:51][CH2:52][CH3:53], predict the reactants needed to synthesize it.